This data is from Forward reaction prediction with 1.9M reactions from USPTO patents (1976-2016). The task is: Predict the product of the given reaction. (1) The product is: [F:6][C:7]1[CH:8]=[CH:9][C:10]2[N:11]([CH:13]=[N:14][C:15]=2[I:16])[CH:12]=1. Given the reactants C(=O)(O)[O-].[Na+].[F:6][C:7]1[CH:8]=[CH:9][C:10]2[N:11]([CH:13]=[N:14][CH:15]=2)[CH:12]=1.[I:16]I, predict the reaction product. (2) The product is: [Cl:1][C:2]1[CH:3]=[CH:4][C:5]([C:23]#[N:24])=[C:6]([C:8]2[C:13]([O:14][CH3:15])=[CH:12][N:11]([CH:16]([CH2:20][CH3:21])[C:17]([NH:32][C:30]3[CH:29]=[CH:28][C:27]([C:33]([O:35][C:36]([CH3:39])([CH3:38])[CH3:37])=[O:34])=[C:26]([F:25])[CH:31]=3)=[O:18])[C:10](=[O:22])[CH:9]=2)[CH:7]=1. Given the reactants [Cl:1][C:2]1[CH:3]=[CH:4][C:5]([C:23]#[N:24])=[C:6]([C:8]2[C:13]([O:14][CH3:15])=[CH:12][N:11]([CH:16]([CH2:20][CH3:21])[C:17](O)=[O:18])[C:10](=[O:22])[CH:9]=2)[CH:7]=1.[F:25][C:26]1[CH:31]=[C:30]([NH2:32])[CH:29]=[CH:28][C:27]=1[C:33]([O:35][C:36]([CH3:39])([CH3:38])[CH3:37])=[O:34], predict the reaction product. (3) Given the reactants [C:1]([O:5][C:6]([N:8]1[CH2:12][C:11]([F:14])([F:13])[CH2:10][C@H:9]1[C:15]([OH:17])=O)=[O:7])([CH3:4])([CH3:3])[CH3:2].CN(C(ON1N=NC2C=CC=NC1=2)=[N+](C)C)C.F[P-](F)(F)(F)(F)F.Cl.[NH2:43][CH2:44][C:45]([C:47]1[CH:52]=[CH:51][C:50]([Br:53])=[CH:49][CH:48]=1)=[O:46].CCN(C(C)C)C(C)C, predict the reaction product. The product is: [C:1]([O:5][C:6]([N:8]1[CH2:12][C:11]([F:13])([F:14])[CH2:10][C@H:9]1[C:15](=[O:17])[NH:43][CH2:44][C:45]([C:47]1[CH:52]=[CH:51][C:50]([Br:53])=[CH:49][CH:48]=1)=[O:46])=[O:7])([CH3:2])([CH3:3])[CH3:4].